This data is from Reaction yield outcomes from USPTO patents with 853,638 reactions. The task is: Predict the reaction yield, written as a fraction of the theoretical maximum amount of product (1.0 means a 100% yield; for example, 0.34 means a 34% yield). (1) The reactants are Br[CH2:2][CH2:3][CH2:4][C:5]1[CH:10]=[CH:9][C:8]([CH3:11])=[C:7]([O:12][CH3:13])[CH:6]=1.[C-:14]#[N:15].[K+]. The catalyst is CC(C)=O.CCO.O. The product is [CH3:13][O:12][C:7]1[CH:6]=[C:5]([CH2:4][CH2:3][CH2:2][C:14]#[N:15])[CH:10]=[CH:9][C:8]=1[CH3:11]. The yield is 1.00. (2) The reactants are [C:1](=[O:20])([O:18][CH3:19])[O:2][C:3]1[CH:8]=[C:7]([N+:9]([O-:11])=[O:10])[C:6](Br)=[CH:5][C:4]=1[CH:13]1[CH2:17][CH2:16][CH2:15][CH2:14]1.[CH3:21][CH:22]([CH3:26])[CH2:23][C:24]#[CH:25].ClC(OC)=O. The catalyst is C(OCC)(=O)C.Cl[Pd](Cl)([P](C1C=CC=CC=1)(C1C=CC=CC=1)C1C=CC=CC=1)[P](C1C=CC=CC=1)(C1C=CC=CC=1)C1C=CC=CC=1.[Cu]I.C(N(CC)CC)C.CN(C=O)C. The product is [C:1](=[O:20])([O:18][CH3:19])[O:2][C:3]1[CH:8]=[C:7]([N+:9]([O-:11])=[O:10])[C:6]([C:25]#[C:24][CH2:23][CH:22]([CH3:26])[CH3:21])=[CH:5][C:4]=1[CH:13]1[CH2:17][CH2:16][CH2:15][CH2:14]1. The yield is 0.750. (3) The reactants are [H-].[Na+].C1([O:9][C:10](=[O:34])[NH:11][C:12]2[CH:17]=[CH:16][C:15]([S:18]([CH:21]([CH3:23])[CH3:22])(=[O:20])=[O:19])=[C:14]([CH2:24][N:25]([C:27]([O:29][C:30]([CH3:33])([CH3:32])[CH3:31])=[O:28])[CH3:26])[CH:13]=2)C=CC=CC=1.[Br:35][C:36]1[CH:41]=[CH:40][C:39]([CH2:42][CH2:43]O)=[C:38]([CH2:45][CH3:46])[CH:37]=1. The catalyst is C1COCC1. The product is [Br:35][C:36]1[CH:41]=[CH:40][C:39]([CH2:42][CH2:43][O:9][C:10](=[O:34])[NH:11][C:12]2[CH:17]=[CH:16][C:15]([S:18]([CH:21]([CH3:23])[CH3:22])(=[O:20])=[O:19])=[C:14]([CH2:24][N:25]([C:27]([O:29][C:30]([CH3:32])([CH3:33])[CH3:31])=[O:28])[CH3:26])[CH:13]=2)=[C:38]([CH2:45][CH3:46])[CH:37]=1. The yield is 0.920. (4) The reactants are Cl[C:2]1[CH:7]=[C:6]([C:8]2[CH:13]=[C:12]([Cl:14])[CH:11]=[CH:10][C:9]=2[CH3:15])[N:5]=[C:4]([NH2:16])[N:3]=1.[NH2:17][C:18]1[CH:23]=[CH:22][C:21]([C:24](=[N:26][OH:27])[CH3:25])=[CH:20][CH:19]=1. No catalyst specified. The product is [NH2:16][C:4]1[N:3]=[C:2]([NH:17][C:18]2[CH:19]=[CH:20][C:21]([C:24](=[N:26][OH:27])[CH3:25])=[CH:22][CH:23]=2)[CH:7]=[C:6]([C:8]2[CH:13]=[C:12]([Cl:14])[CH:11]=[CH:10][C:9]=2[CH3:15])[N:5]=1. The yield is 0.190.